Dataset: Acute oral toxicity (LD50) regression data from Zhu et al.. Task: Regression/Classification. Given a drug SMILES string, predict its toxicity properties. Task type varies by dataset: regression for continuous values (e.g., LD50, hERG inhibition percentage) or binary classification for toxic/non-toxic outcomes (e.g., AMES mutagenicity, cardiotoxicity, hepatotoxicity). Dataset: ld50_zhu. (1) The drug is O=S(=O)(O)NC1CCCCC1. The rat oral LD50 is 1.17, given as -log10 of the dose in mol/kg body weight (higher means more acutely toxic). (2) The drug is Cc1ccc(S(=O)(=O)O)cc1. The rat oral LD50 is 1.84, given as -log10 of the dose in mol/kg body weight (higher means more acutely toxic). (3) The molecule is COP(=S)(OC)Oc1ccc([N+](=O)[O-])c(C)c1. The rat oral LD50 is 3.04, given as -log10 of the dose in mol/kg body weight (higher means more acutely toxic). (4) The rat oral LD50 is 1.77, given as -log10 of the dose in mol/kg body weight (higher means more acutely toxic). The drug is NCCCOCCCCOCCCN. (5) The drug is CNC(=O)c1ccc(Cl)c(S(=O)(=O)NC)c1. The rat oral LD50 is 2.27, given as -log10 of the dose in mol/kg body weight (higher means more acutely toxic). (6) The molecule is CCCCP(CCCC)CCCC. The rat oral LD50 is 2.43, given as -log10 of the dose in mol/kg body weight (higher means more acutely toxic). (7) The molecule is COc1ccc(C(C)=O)cc1. The rat oral LD50 is 1.94, given as -log10 of the dose in mol/kg body weight (higher means more acutely toxic).